From a dataset of Full USPTO retrosynthesis dataset with 1.9M reactions from patents (1976-2016). Predict the reactants needed to synthesize the given product. (1) Given the product [Cl:24][CH2:8][C:7]1[C:2]([F:1])=[CH:3][N:4]=[CH:5][C:6]=1[F:10], predict the reactants needed to synthesize it. The reactants are: [F:1][C:2]1[CH:3]=[N:4][CH:5]=[C:6]([F:10])[C:7]=1[CH2:8]O.C(N(C(C)C)CC)(C)C.CS([Cl:24])(=O)=O. (2) Given the product [C:43]([NH:47][C:4]([CH:6]1[CH2:7][CH2:8][N:9]([CH2:12][C:13]2[CH:18]=[CH:17][CH:16]=[C:15]([NH2:19])[CH:14]=2)[CH2:10][CH2:11]1)=[O:5])([CH3:46])([CH3:45])[CH3:44], predict the reactants needed to synthesize it. The reactants are: C(O[C:4]([CH:6]1[CH2:11][CH2:10][N:9]([CH2:12][C:13]2[CH:18]=[CH:17][CH:16]=[C:15]([NH:19]C(OC(C)(C)C)=O)[CH:14]=2)[CH2:8][CH2:7]1)=[O:5])C.C(OC(=O)NC1C=CC=C(C=O)C=1)(C)(C)C.[C:43]([NH:47]C(C1CCNCC1)=O)([CH3:46])([CH3:45])[CH3:44]. (3) The reactants are: CC1CC[N:4]([CH2:7][CH2:8][CH2:9][N:10]2[C:18](=[O:19])[C:17]3[C:12](=CC=CC=3)[C:11]2=O)C1=O.O.NN.[CH2:25]1COCC1.CO. Given the product [NH2:4][CH2:7][CH2:8][CH2:9][N:10]1[CH:11]([CH3:25])[CH2:12][CH2:17][C:18]1=[O:19], predict the reactants needed to synthesize it. (4) Given the product [F:1][C:2]1[CH:10]=[C:9]2[C:5]([C:6]([C:33]([C:24]3[CH:25]=[CH:26][C:27]4[C:32](=[CH:31][CH:30]=[CH:29][CH:28]=4)[CH:23]=3)=[O:34])=[C:7]3[CH:14]([CH2:15][C:16]([OH:18])=[O:17])[CH2:13][CH2:12][CH2:11][N:8]32)=[C:4]([CH:20]([CH3:22])[CH3:21])[CH:3]=1, predict the reactants needed to synthesize it. The reactants are: [F:1][C:2]1[CH:10]=[C:9]2[C:5]([CH:6]=[C:7]3[CH:14]([CH2:15][C:16]([O:18]C)=[O:17])[CH2:13][CH2:12][CH2:11][N:8]32)=[C:4]([CH:20]([CH3:22])[CH3:21])[CH:3]=1.[CH:23]1[C:32]2[C:27](=[CH:28][CH:29]=[CH:30][CH:31]=2)[CH:26]=[CH:25][C:24]=1[C:33](Cl)=[O:34].